This data is from Experimentally validated miRNA-target interactions with 360,000+ pairs, plus equal number of negative samples. The task is: Binary Classification. Given a miRNA mature sequence and a target amino acid sequence, predict their likelihood of interaction. (1) The protein sequence of the target gene is MEPAVSLAVCALLFLLWVRLKGLEFVLIHQRWVFVCLFLLPLSLIFDIYYYVRAWVVFKLSSAPRLHEQRVRDIQKQVREWKEQGSKTFMCTGRPGWLTVSLRVGKYKKTHKNIMINLMDILEVDTKKQIVRVEPLVTMGQVTALLTSIGWTLPVLPELDDLTVGGLIMGTGIESSSHKYGLFQHICTAYELVLADGSFVRCTPSENSDLFYAVPWSCGTLGFLVAAEIRIIPAKKYVKLRFEPVRGLEAICAKFTHESQRQENHFVEGLLYSLDEAVIMTGVMTDEAEPSKLNSIGNYY.... Result: 0 (no interaction). The miRNA is rno-miR-151-5p with sequence UCGAGGAGCUCACAGUCUAGU. (2) The miRNA is hsa-miR-6803-3p with sequence UCCCUCGCCUUCUCACCCUCAG. The protein sequence of the target gene is MAAASPVCGSQASAVGASSPPAPAPAPAAGLGRCRMALLLAVALDVAGMAALLTGVFAQLQVRGRDFGDLLIYSGALLVFLSLLGWILWYTGNIEISRQELERDYGLRPSAIARLARKLSRRWSAPATASPRTTAGLRSARRANRAPQPSSSGSRRVRLQLATLEAGSVAAGTGSE. Result: 0 (no interaction). (3) The miRNA is hsa-miR-7108-3p with sequence ACCCGCCCGUCUCCCCACAG. The protein sequence of the target gene is MENTRSENEEQPESTLKIDEEQPAVEQSPENQCSEEDQSSEDLSSEEQSSEEEFFPEELLPELLPEMLLSEDRPPQECLSQKNQFEDRIPMEQPPCGVGKHKLEEGSFKERLARIRPQFIGDIHGRNLSNEEMIQAADELEEMKRVRNKLMIMHWKAKRSRPYPI. Result: 0 (no interaction). (4) The miRNA is hsa-miR-1292-5p with sequence UGGGAACGGGUUCCGGCAGACGCUG. The protein sequence of the target gene is MAAAGAPDGMEEPGMDTEAETVATEAPARPVNCLEAEAAAGAAAEDSGAARGSLQPAPAQPPGDPAAQASVSNGEDAGGGAGRELVDLKIIWNKTKHDVKFPLDSTGSELKQKIHSITGLPPAMQKVMYKGLVPEDKTLREIKVTSGAKIMVVGSTINDVLAVNTPKDAAQQDAKAEENKKEPLCRQKQHRKVLDKGKPEDVMPSVKGAQERLPTVPLSGMYNKSGGKVRLTFKLEQDQLWIGTKERTEKLPMGSIKNVVSEPIEGHEDYHMMAFQLGPTEASYYWVYWVPTQYVDAIKD.... Result: 0 (no interaction). (5) The miRNA is mmu-miR-363-3p with sequence AAUUGCACGGUAUCCAUCUGUA. The protein sequence of the target gene is MAAAPSELLPLPPPATPGSYRLLSRCRPYAPGTDGRRSGGTMRGEKNYYCRGAAGDHGSCPATPSPLASTLLLPAEAVSTSWSGPGSGLSGGDEEETRLLQLLRTAPDPSEAFQALQAALPRRGGRLGFPRRKEALYRALGRVLVEGGSEEKRLCLQLLSDVLRGQGEAGQLEEAFSLALLPQLVVSLREDNPALRKDALQILHICLRRSSGQVLRTLIQGLESPDARLRASTALLLPILFTPEDLLQGLDLTEVIISLARKLGDQEMEEESETAFSSLQQIGERLGQERFHSYISRLPS.... Result: 0 (no interaction). (6) The miRNA is mmu-miR-125b-2-3p with sequence ACAAGUCAGGUUCUUGGGACCU. The protein sequence of the target gene is MASRESGGSRAAALLLVLGVERALALPEICTLCPGGMHNLSRVAAYCEDTSKLMQARCCLNQKGTILGLDLQNCSLKDPGPNFLQAYTAIIIDLQANPLKDDLANTFRGFTQLQTLILPQDVPCPGGSNAWDNVTSFKDKQICQGQRDLCNSTGSPEMCPENGSCASDGPGLLQCVCADGFHGYKCMRQGSFSLLMFFGILGSTTLAISILLWGTQRRKAKAS. Result: 0 (no interaction). (7) The miRNA is hsa-miR-92a-2-5p with sequence GGGUGGGGAUUUGUUGCAUUAC. The protein sequence of the target gene is MAYHGLTVPLIVMSVFWGFVGLLVPWFIPKGPNRGVIITMLVTCSVCCYLFWLIAILAQLNPLFGPQLKNETIWYLKYHWP. Result: 0 (no interaction).